Dataset: Forward reaction prediction with 1.9M reactions from USPTO patents (1976-2016). Task: Predict the product of the given reaction. (1) Given the reactants [CH3:1][N:2]([CH3:8])[C@H:3]1[CH2:7][CH2:6][NH:5][CH2:4]1.C(N(CC)CC)C.F[C:17]1[C:18]([C:35]2[CH:40]=[CH:39][CH:38]=[CH:37][CH:36]=2)=[C:19]([CH3:34])[C:20]([C:32]#[N:33])=[C:21]2[C:25]=1[O:24][C:23]([CH2:26][C:27]1[O:28][CH:29]=[CH:30][CH:31]=1)=[N:22]2, predict the reaction product. The product is: [CH3:1][N:2]([CH3:8])[C@H:3]1[CH2:7][CH2:6][N:5]([C:17]2[C:18]([C:35]3[CH:40]=[CH:39][CH:38]=[CH:37][CH:36]=3)=[C:19]([CH3:34])[C:20]([C:32]#[N:33])=[C:21]3[C:25]=2[O:24][C:23]([CH2:26][C:27]2[O:28][CH:29]=[CH:30][CH:31]=2)=[N:22]3)[CH2:4]1. (2) The product is: [NH2:1][C:2]1[C:10]2[C:5](=[CH:6][CH:7]=[CH:8][C:9]=2[F:11])[C:4]([C:19]2[CH:20]=[C:21]([CH3:27])[C:22](=[O:26])[N:23]([CH3:25])[CH:24]=2)([C:12]2[CH:17]=[CH:16][N:15]=[C:14]([C:31]3[CH:32]=[N:33][CH:34]=[C:29]([Cl:28])[CH:30]=3)[CH:13]=2)[N:3]=1. Given the reactants [NH2:1][C:2]1[C:10]2[C:5](=[CH:6][CH:7]=[CH:8][C:9]=2[F:11])[C:4]([C:19]2[CH:20]=[C:21]([CH3:27])[C:22](=[O:26])[N:23]([CH3:25])[CH:24]=2)([C:12]2[CH:17]=[CH:16][N:15]=[C:14](Br)[CH:13]=2)[N:3]=1.[Cl:28][C:29]1[CH:30]=[C:31](B(O)O)[CH:32]=[N:33][CH:34]=1.C(=O)([O-])[O-].[Na+].[Na+], predict the reaction product. (3) Given the reactants I[CH2:2][CH3:3].[CH3:4][C@H:5]1[CH2:14][CH2:13][C:12]2[C:7](=[CH:8][CH:9]=[C:10]([CH:19]3[CH2:24][CH2:23][NH:22][CH2:21][CH2:20]3)[C:11]=2[O:15][CH2:16][CH2:17][CH3:18])[N:6]1[C:25](=[O:27])[CH3:26].C(=O)([O-])[O-].[K+].[K+], predict the reaction product. The product is: [CH2:2]([N:22]1[CH2:23][CH2:24][CH:19]([C:10]2[C:11]([O:15][CH2:16][CH2:17][CH3:18])=[C:12]3[C:7](=[CH:8][CH:9]=2)[N:6]([C:25](=[O:27])[CH3:26])[C@@H:5]([CH3:4])[CH2:14][CH2:13]3)[CH2:20][CH2:21]1)[CH3:3].